This data is from Tyrosyl-DNA phosphodiesterase HTS with 341,365 compounds. The task is: Binary Classification. Given a drug SMILES string, predict its activity (active/inactive) in a high-throughput screening assay against a specified biological target. (1) The compound is O=C(N1CCCCC1)C(/NC(=O)c1ccccc1)=C\c1ccc(OC)cc1. The result is 0 (inactive). (2) The molecule is Fc1c(N2CCN(CC2)CC(=O)c2c3c([nH]c2)cccc3)cccc1. The result is 0 (inactive). (3) The drug is Clc1c2oc(c(c2cc(c1)C)C)C(=O)NCCc1scc(n1)C(OCC)=O. The result is 0 (inactive). (4) The compound is s1c(cc2=C(NCC(=O)N=c12)c1sccc1)CC. The result is 0 (inactive). (5) The molecule is S(=O)(=O)(N1CCN(CC1)c1c(cc([N+]([O-])=O)cc1)C(F)(F)F)C. The result is 0 (inactive). (6) The drug is O1C(OCc2ccc(cc2)CO)CC(C=C1C(=O)NCc1[nH]c2c(n1)cccc2)C. The result is 0 (inactive). (7) The drug is S(=O)(=O)(N1CCC(CC1)C(=O)NC1CCC(CC1)C)c1cc2c(N(CCC2)C(=O)CC)cc1. The result is 0 (inactive). (8) The drug is s1c(N2CCN(C(=O)C3CC3)CC2)nc2c1cc(F)cc2. The result is 0 (inactive).